Dataset: Catalyst prediction with 721,799 reactions and 888 catalyst types from USPTO. Task: Predict which catalyst facilitates the given reaction. Reactant: Br[C:2]1[CH:3]=[CH:4][C:5]([Cl:12])=[C:6]([C:8]([F:11])([F:10])[F:9])[CH:7]=1.[CH2:13]([N:20]1[CH2:25][CH2:24][C:23](=[O:26])[CH2:22][CH2:21]1)[C:14]1[CH:19]=[CH:18][CH:17]=[CH:16][CH:15]=1. Product: [CH2:13]([N:20]1[CH2:25][CH2:24][C:23]([C:2]2[CH:3]=[CH:4][C:5]([Cl:12])=[C:6]([C:8]([F:11])([F:10])[F:9])[CH:7]=2)([OH:26])[CH2:22][CH2:21]1)[C:14]1[CH:15]=[CH:16][CH:17]=[CH:18][CH:19]=1. The catalyst class is: 27.